From a dataset of Choline transporter screen with 302,306 compounds. Binary Classification. Given a drug SMILES string, predict its activity (active/inactive) in a high-throughput screening assay against a specified biological target. (1) The drug is S(=O)(=O)(N1C(CCC1)C(=O)Nc1ccc(O)cc1)c1ccc(OC)cc1. The result is 0 (inactive). (2) The molecule is O=C(NCCCC)Nc1ncccc1. The result is 0 (inactive).